Dataset: KCNQ2 potassium channel screen with 302,405 compounds. Task: Binary Classification. Given a drug SMILES string, predict its activity (active/inactive) in a high-throughput screening assay against a specified biological target. (1) The compound is O1CCN(CC1)c1c(NC(=O)c2cc3OCCOc3cc2)cc(cc1)C(OC)=O. The result is 0 (inactive). (2) The drug is O=C1N(C(=O)C2C3C4C(C4)C(C12)C=C3)CC(OC(C)C(=O)c1ccccc1)=O. The result is 0 (inactive). (3) The drug is S(=O)(=O)(N1CCOCC1)c1cc2N(C3N(CCC3)c2cc1)Cc1ccc(OC)cc1. The result is 0 (inactive). (4) The compound is o1c2c(cc(c1=O)C(=O)NC)cc(OC)cc2. The result is 0 (inactive). (5) The drug is S(=O)(=O)(n1c2c(c(c1)/C=C(/NC(=O)c1ccccc1)C(=O)NCCCn1ccnc1)cccc2)N(C)C. The result is 0 (inactive).